Dataset: Forward reaction prediction with 1.9M reactions from USPTO patents (1976-2016). Task: Predict the product of the given reaction. (1) Given the reactants [NH:1]1[CH:5]=[C:4]([B:6]2[O:14][C:11]([CH3:13])([CH3:12])[C:8]([CH3:10])([CH3:9])[O:7]2)[CH:3]=[N:2]1.C1OCCOCCOCCOCCOCCOC1.Cl[C:34]([F:39])([F:38])C([O-])=O.[Na+], predict the reaction product. The product is: [F:38][CH:34]([F:39])[N:2]1[CH:3]=[C:4]([B:6]2[O:7][C:8]([CH3:9])([CH3:10])[C:11]([CH3:13])([CH3:12])[O:14]2)[CH:5]=[N:1]1. (2) Given the reactants [CH:1]([C:4]1[CH:9]=[CH:8][C:7]([C:10]2[N:14]([CH2:15][CH2:16][O:17][CH3:18])[C:13]3[C:19]([O:38][CH3:39])=[CH:20][C:21]([CH2:27][C:28]4[C:29](S(C)(=O)=O)=[N:30][CH:31]=[CH:32][CH:33]=4)=[C:22]([C:23]([F:26])([F:25])[F:24])[C:12]=3[N:11]=2)=[CH:6][CH:5]=1)([CH3:3])[CH3:2].[CH2:40]([OH:43])[C:41]#[CH:42].[H-].[Na+], predict the reaction product. The product is: [CH:1]([C:4]1[CH:9]=[CH:8][C:7]([C:10]2[N:14]([CH2:15][CH2:16][O:17][CH3:18])[C:13]3[C:19]([O:38][CH3:39])=[CH:20][C:21]([CH2:27][C:28]4[C:29]([O:43][CH2:40][C:41]#[CH:42])=[N:30][CH:31]=[CH:32][CH:33]=4)=[C:22]([C:23]([F:26])([F:25])[F:24])[C:12]=3[N:11]=2)=[CH:6][CH:5]=1)([CH3:3])[CH3:2].